Dataset: Reaction yield outcomes from USPTO patents with 853,638 reactions. Task: Predict the reaction yield, written as a fraction of the theoretical maximum amount of product (1.0 means a 100% yield; for example, 0.34 means a 34% yield). The reactants are [NH:1]1[C:5]2=[N:6][C:7]([CH2:10][CH2:11][CH2:12][CH2:13][C:14](=[O:24])[CH:15]=[CH:16][C:17]3[CH:18]=[N:19][C:20]([CH3:23])=[N:21][CH:22]=3)=[CH:8][CH:9]=[C:4]2[CH2:3][CH2:2]1.CO.[BH4-].[Na+]. The catalyst is C1COCC1. The product is [NH:1]1[C:5]2=[N:6][C:7]([CH2:10][CH2:11][CH2:12][CH2:13][CH:14]([OH:24])[CH:15]=[CH:16][C:17]3[CH:18]=[N:19][C:20]([CH3:23])=[N:21][CH:22]=3)=[CH:8][CH:9]=[C:4]2[CH2:3][CH2:2]1. The yield is 0.960.